From a dataset of Full USPTO retrosynthesis dataset with 1.9M reactions from patents (1976-2016). Predict the reactants needed to synthesize the given product. (1) Given the product [N:12]1([CH2:18][CH2:19][CH2:20][NH:21][C:22]([C:24]2[S:32][C:31]3[C:26](=[N:27][CH:28]=[CH:29][C:30]=3[NH:11][C:7]3[CH:8]=[C:9]4[C:4](=[CH:5][CH:6]=3)[NH:3][C:2]([CH3:1])=[CH:10]4)[CH:25]=2)=[O:23])[CH2:17][CH2:16][O:15][CH2:14][CH2:13]1, predict the reactants needed to synthesize it. The reactants are: [CH3:1][C:2]1[NH:3][C:4]2[C:9]([CH:10]=1)=[CH:8][C:7]([NH2:11])=[CH:6][CH:5]=2.[N:12]1([CH2:18][CH2:19][CH2:20][NH:21][C:22]([C:24]2[S:32][C:31]3[C:26](=[N:27][CH:28]=[CH:29][C:30]=3Cl)[CH:25]=2)=[O:23])[CH2:17][CH2:16][O:15][CH2:14][CH2:13]1. (2) Given the product [Br:1][C:2]1[CH:7]=[CH:6][C:5]([N:16]([CH2:12][CH:13]([CH3:15])[CH3:14])[C@@H:17]2[CH2:22][C@@H:21]3[CH2:23][C@H:18]2[CH2:19][CH2:20]3)=[C:4]([N+:9]([O-:11])=[O:10])[CH:3]=1, predict the reactants needed to synthesize it. The reactants are: [Br:1][C:2]1[CH:7]=[CH:6][C:5](F)=[C:4]([N+:9]([O-:11])=[O:10])[CH:3]=1.[CH2:12]([NH:16][C@@H:17]1[CH2:22][C@@H:21]2[CH2:23][C@H:18]1[CH2:19][CH2:20]2)[CH:13]([CH3:15])[CH3:14]. (3) Given the product [Cl:16][CH2:17][CH2:18][S:13][C:7]1[C:6]2[C:11](=[CH:12][C:3]([C:2]([F:1])([F:14])[F:15])=[CH:4][CH:5]=2)[N:10]=[CH:9][CH:8]=1, predict the reactants needed to synthesize it. The reactants are: [F:1][C:2]([F:15])([F:14])[C:3]1[CH:12]=[C:11]2[C:6]([C:7]([SH:13])=[CH:8][CH:9]=[N:10]2)=[CH:5][CH:4]=1.[Cl:16][CH2:17][CH2:18]Cl.C([O-])([O-])=O.[K+].[K+].[OH-].[K+]. (4) Given the product [Cl:1][C:2]1[C:11]2[N:10]([CH3:12])[O:9][C@H:8]3[NH:13][C@H:14]([C:16]([O:18][C@@H:19]4[C@:28]5([OH:29])[C@@H:23]([C@H:24]([CH:31]([CH3:33])[CH3:32])[CH2:25][CH2:26][C@H:27]5[CH3:30])[CH:22]=[C:21]([CH3:34])[C@H:20]4[O:35][C:36]([NH:38][C:39]4[CH:40]=[CH:41][CH:42]=[CH:43][CH:44]=4)=[O:37])=[O:17])[CH2:15][C@@:7]3([OH:45])[C:6]=2[CH:5]=[CH:4][CH:3]=1, predict the reactants needed to synthesize it. The reactants are: [Cl:1][C:2]1[C:11]2[N:10]([CH3:12])[O:9][C@H:8]3[NH:13][C@H:14]([C:16]([O:18][C@@H:19]4[C@:28]5([OH:29])[C@H:23]([C@@H:24]([C:31]([CH3:33])=[CH2:32])[CH2:25][CH2:26][C@H:27]5[CH3:30])[CH:22]=[C:21]([CH3:34])[C@H:20]4[O:35][C:36]([NH:38][C:39]4[CH:44]=[CH:43][CH:42]=[CH:41][CH:40]=4)=[O:37])=[O:17])[CH2:15][C@@:7]3([OH:45])[C:6]=2[CH:5]=[CH:4][CH:3]=1.[H][H]. (5) The reactants are: [F:1][C:2]1[CH:7]=[CH:6][C:5]([NH:8][C:9]([NH2:11])=[O:10])=[CH:4][CH:3]=1.[C:12]([C:14]1[CH:21]=[CH:20][C:17]([CH:18]=O)=[CH:16][CH:15]=1)#[N:13].O=[C:23]([CH3:30])[CH2:24][C:25]([O:27][CH2:28][CH3:29])=[O:26].Cl. Given the product [C:12]([C:14]1[CH:21]=[CH:20][C:17]([CH:18]2[C:24]([C:25]([O:27][CH2:28][CH3:29])=[O:26])=[C:23]([CH3:30])[N:8]([C:5]3[CH:4]=[CH:3][C:2]([F:1])=[CH:7][CH:6]=3)[C:9](=[O:10])[NH:11]2)=[CH:16][CH:15]=1)#[N:13], predict the reactants needed to synthesize it. (6) Given the product [NH:6]1[C:7]2[C:12](=[CH:11][CH:10]=[CH:9][CH:8]=2)[C:4]([CH2:3][CH2:2][N:14]([CH3:15])[CH3:13])=[CH:5]1, predict the reactants needed to synthesize it. The reactants are: Br[CH2:2][CH2:3][C:4]1[C:12]2[C:7](=[CH:8][CH:9]=[CH:10][CH:11]=2)[NH:6][CH:5]=1.[CH3:13][NH:14][CH3:15].C(=O)(O)[O-].[Na+].CO.